Dataset: Experimentally validated miRNA-target interactions with 360,000+ pairs, plus equal number of negative samples. Task: Binary Classification. Given a miRNA mature sequence and a target amino acid sequence, predict their likelihood of interaction. (1) The miRNA is hsa-miR-24-3p with sequence UGGCUCAGUUCAGCAGGAACAG. The protein sequence of the target gene is MVDYIVEYDYDAVHDDELTIRVGEIIRNVKKLQEEGWLEGELNGRRGMFPDNFVKEIKRETEFKDDSLPIKRERHGNVASLVQRISTYGLPAGGIQPHPQTKNIKKKTKKRQCKVLFEYIPQNEDELELKVGDIIDINEEVEEGWWSGTLNNKLGLFPSNFVKELEVTDDGETHEAQDDSETVLAGPTSPIPSLGNVSETASGSVTQPKKIRGIGFGDIFKEGSVKLRTRTSSSETEEKKPEKPLILQSLGPKTQSVEITKTDTEGKIKAKEYCRTLFAYEGTNEDELTFKEGEIIHLIS.... Result: 0 (no interaction). (2) The miRNA is mmu-miR-142a-5p with sequence CAUAAAGUAGAAAGCACUACU. The protein sequence of the target gene is MKPALLPWALLLLATALGPGPGPTADAQESCSMRCGALDGPCSCHPTCSGLGTCCLDFRDFCLEILPYSGSMMGGKDFVVRHFKMSSPTDASVICRFKDSIQTLGHVDSSGQVHCVSPLLYESGRIPFTVSLDNGHSFPRAGTWLAVHPNKVSMMEKSELVNETRWQYYGTANTSGNLSLTWHVKSLPTQTITIELWGYEETGMPYSQEWTAKWSYLYPLATHIPNSGSFTFTPKPAPPSYQRWRVGALRIIDSKNYAGQKDVQALWTNDHALAWHLSDDFREDPVAWARTQCQAWEELE.... Result: 0 (no interaction). (3) The miRNA is hsa-miR-130a-3p with sequence CAGUGCAAUGUUAAAAGGGCAU. The protein sequence of the target gene is MEHPLFGCLRSPHATAQGLHPFSQSSLALHGRSDHMSYPELSTSSSSCIIAGYPNEEGMFASQHHRGHHHHHHHHHHHHHQQQQHQALQTNWHLPQMSSPPSAARHSLCLQPDSGGPPELGSSPPVLCSNSSSLGSSTPTGAACAPGDYGRQALSPAEAEKRSGGKRKSDSSDSQEGNYKSEVNSKPRKERTAFTKEQIRELEAEFAHHNYLTRLRRYEIAVNLDLTERQVKVWFQNRRMKWKRVKGGQQGAAAREKELVNVKKGTLLPSELSGIGAATLQQTGDSIANEDSHDSDHSSE.... Result: 1 (interaction). (4) The miRNA is mmu-miR-93-5p with sequence CAAAGUGCUGUUCGUGCAGGUAG. The protein sequence of the target gene is MASFTVKAYLLGKEEATREIRRFSFCFSPEPEAEAQAAAGPGPCERLLSRVAVLFPTLRPGGFQAHYRDEDGDLVAFSSDEELTMAMSYVKDDIFRIYIKEKKECRREHRPPCAQEAPRNMVHPNVICDGCNGPVVGTRYKCSVCPDYDLCSVCEGKGLHREHSKLIFPNPFGHLSDSFSHSRWLRKLKHGHFGWPGWEMGPPGNWSPRPPRAGDGRPCPTAESASAPPEDPNVNFLKNVGESVAAALSPLGIEVDIDVEHGGKRSRLTPTTPESSSTGTEDKSNTQPSSCSSEVSKPDG.... Result: 1 (interaction). (5) The miRNA is hsa-miR-1827 with sequence UGAGGCAGUAGAUUGAAU. The protein sequence of the target gene is MTDPSLGLTVPMAPPLAPLPPRDPNGAGSEWRKPGAVSFADVAVYFSREEWGCLRPAQRALYRDVMRETYGHLGALGESPTCLPGPCASTGPAAPLGAACGVGGPGAGQAASSQRGVCVLLPQESEAASRRSSPGWRRRPNCGIRLPRIRRWRSVRQKRTQQIPETRKRKDKGKGREPWRSPTLWPPGLLG. Result: 1 (interaction). (6) The miRNA is hsa-miR-139-3p with sequence UGGAGACGCGGCCCUGUUGGAGU. The protein sequence of the target gene is MAAVWQQVLAVDARYNAYRTPTFPQFRTQYIRRRSQLLRENAKAGHPPALRRQYLRLRGQLLGQRYGPLSEPGSARAYSNSIVRSSRTTLDRMEDFEDDPRALGARGHRRSVSRGSYQLQAQMNRAVYEDRPPGSVVPTSAAEASRAMAGDTSLSENYAFAGMYHVFDQHVDEAVPRVRFANDDRHRLACCSLDGSISLCQLVPAPPTVLRVLRGHTRGVSDFAWSLSNDILVSTSLDATMRIWASEDGRCIREIPDPDSAELLCCTFQPVNNNLTVVGNAKHNVHVMNISTGKKVKGGS.... Result: 1 (interaction). (7) The miRNA is hsa-miR-6513-3p with sequence UCAAGUGUCAUCUGUCCCUAG. The protein sequence of the target gene is MAAQRPLRVLCLAGFRQSERGFREKTGALRKALRGRAELVCLSGPHPVPDPPGPEGARSDFGSCPPEEQPRGWWFSEQEADVFSALEEPAVCRGLEESLGMVAQALNRLGPFDGLLGFSQGAALAALVCALGQAGDPRFPLPRFILLVSGFCPRGIGFKESILQRPLSLPSLHVFGDTDKVIPSQESVQLASQFPGAITLTHSGGHFIPAAAPQRQAYLKFLDQFAE. Result: 0 (no interaction).